Predict the reaction yield, written as a fraction of the theoretical maximum amount of product (1.0 means a 100% yield; for example, 0.34 means a 34% yield). From a dataset of Reaction yield outcomes from USPTO patents with 853,638 reactions. (1) The reactants are [Cl:1][C:2]1[CH:11]=[CH:10][C:9]2[N:8]=[CH:7][C:6]3[N:12]=[CH:13][N:14]([CH3:15])[C:5]=3[C:4]=2[CH:3]=1.[OH:16]O. The catalyst is C(O)(=O)C. The product is [Cl:1][C:2]1[CH:11]=[CH:10][C:9]2[NH:8][C:7](=[O:16])[C:6]3[N:12]=[CH:13][N:14]([CH3:15])[C:5]=3[C:4]=2[CH:3]=1. The yield is 0.270. (2) The reactants are [NH:1]1[C:9]2[C:4](=[CH:5][CH:6]=[CH:7][CH:8]=2)[C:3]([C:10]([O:12][CH3:13])=[O:11])=[N:2]1.[Br:14][C:15]1[CH:16]=[C:17](B(O)O)[CH:18]=[CH:19][CH:20]=1. No catalyst specified. The product is [Br:14][C:15]1[CH:20]=[C:19]([N:1]2[C:9]3[C:4](=[CH:5][CH:6]=[CH:7][CH:8]=3)[C:3]([C:10]([O:12][CH3:13])=[O:11])=[N:2]2)[CH:18]=[CH:17][CH:16]=1. The yield is 0.430.